From a dataset of Catalyst prediction with 721,799 reactions and 888 catalyst types from USPTO. Predict which catalyst facilitates the given reaction. Reactant: [Br:1][C:2]1[CH:3]=[C:4]([OH:9])[CH:5]=[CH:6][C:7]=1[CH3:8].C(N(C(C)C)CC)(C)C.[CH3:19][O:20][CH2:21]Cl.O. The catalyst class is: 4. Product: [Br:1][C:2]1[CH:3]=[C:4]([O:9][CH2:19][O:20][CH3:21])[CH:5]=[CH:6][C:7]=1[CH3:8].